Dataset: Peptide-MHC class II binding affinity with 134,281 pairs from IEDB. Task: Regression. Given a peptide amino acid sequence and an MHC pseudo amino acid sequence, predict their binding affinity value. This is MHC class II binding data. (1) The peptide sequence is INVGFKAAVAAAASV. The MHC is HLA-DQA10101-DQB10501 with pseudo-sequence HLA-DQA10101-DQB10501. The binding affinity (normalized) is 0.416. (2) The peptide sequence is DQRGSGQVVTYALNT. The MHC is HLA-DQA10103-DQB10603 with pseudo-sequence HLA-DQA10103-DQB10603. The binding affinity (normalized) is 0.279. (3) The peptide sequence is VIDWLVSNQSVRNRQEGLY. The MHC is HLA-DPA10201-DPB11401 with pseudo-sequence HLA-DPA10201-DPB11401. The binding affinity (normalized) is 0.208. (4) The peptide sequence is QSAVVCGRRHSVRIR. The MHC is DRB3_0202 with pseudo-sequence DRB3_0202. The binding affinity (normalized) is 0.256. (5) The peptide sequence is MASSSSVLLVVALFA. The MHC is DRB3_0101 with pseudo-sequence DRB3_0101. The binding affinity (normalized) is 0. (6) The peptide sequence is AAFSRMLSLFFRQHI. The MHC is DRB1_0701 with pseudo-sequence DRB1_0701. The binding affinity (normalized) is 0.641. (7) The peptide sequence is PKLEFGSLIVNPSLN. The MHC is DRB1_0701 with pseudo-sequence DRB1_0701. The binding affinity (normalized) is 0.547.